Dataset: Reaction yield outcomes from USPTO patents with 853,638 reactions. Task: Predict the reaction yield, written as a fraction of the theoretical maximum amount of product (1.0 means a 100% yield; for example, 0.34 means a 34% yield). The reactants are I[C:2]1[CH:3]=[C:4]([CH:9]=[CH:10][C:11]=1[OH:12])[C:5]([O:7][CH3:8])=[O:6].[CH3:13][O:14][C:15]1[CH:20]=[CH:19][C:18]([C:21]#[CH:22])=[CH:17][CH:16]=1.Cl. The catalyst is CN(C=O)C.N1CCCCC1.Cl[Pd](Cl)([P](C1C=CC=CC=1)(C1C=CC=CC=1)C1C=CC=CC=1)[P](C1C=CC=CC=1)(C1C=CC=CC=1)C1C=CC=CC=1. The product is [CH3:8][O:7][C:5]([C:4]1[CH:9]=[CH:10][C:11]2[O:12][C:21]([C:18]3[CH:19]=[CH:20][C:15]([O:14][CH3:13])=[CH:16][CH:17]=3)=[CH:22][C:2]=2[CH:3]=1)=[O:6]. The yield is 0.710.